From a dataset of Reaction yield outcomes from USPTO patents with 853,638 reactions. Predict the reaction yield, written as a fraction of the theoretical maximum amount of product (1.0 means a 100% yield; for example, 0.34 means a 34% yield). (1) The reactants are [Cl:1][C:2]1[CH:3]=[CH:4][C:5](I)=[C:6]([CH:8]=1)[NH2:7].[C:10]([C:12]1[CH:17]=[CH:16][C:15]([F:18])=[CH:14][CH:13]=1)#[CH:11].C(=O)([O-])[O-].[Ca+2]. The catalyst is C(NCC)C.C1C=CC([P]([Pd]([P](C2C=CC=CC=2)(C2C=CC=CC=2)C2C=CC=CC=2)([P](C2C=CC=CC=2)(C2C=CC=CC=2)C2C=CC=CC=2)[P](C2C=CC=CC=2)(C2C=CC=CC=2)C2C=CC=CC=2)(C2C=CC=CC=2)C2C=CC=CC=2)=CC=1.[Cu]I. The product is [Cl:1][C:2]1[CH:8]=[C:6]2[C:5]([CH:11]=[C:10]([C:12]3[CH:17]=[CH:16][C:15]([F:18])=[CH:14][CH:13]=3)[NH:7]2)=[CH:4][CH:3]=1. The yield is 0.850. (2) The reactants are Br[C:2]1[CH:8]=[CH:7][C:5]([NH2:6])=[CH:4][C:3]=1[F:9].[C:10]([O:14][CH2:15][CH3:16])(=[O:13])[CH:11]=[CH2:12].CC1C=CC=CC=1P(C1C=CC=CC=1C)C1C=CC=CC=1C. The catalyst is CN(C=O)C.C(N(CC)C(C)C)(C)C.C([O-])(=O)C.[Pd+2].C([O-])(=O)C. The product is [NH2:6][C:5]1[CH:7]=[CH:8][C:2]([CH:12]=[CH:11][C:10]([O:14][CH2:15][CH3:16])=[O:13])=[C:3]([F:9])[CH:4]=1. The yield is 0.760. (3) The reactants are [C:1]1([C:7]2[N:11]=[C:10](C(Cl)(Cl)Cl)[O:9][N:8]=2)[CH:6]=[CH:5][CH:4]=[CH:3][CH:2]=1.[C:16]([O:20][C:21]([N:23]1[CH2:28][CH2:27][CH:26]([NH2:29])[CH2:25][CH2:24]1)=[O:22])([CH3:19])([CH3:18])[CH3:17].C([O-])(O)=O.[Na+]. The catalyst is CN1CCCC1=O. The product is [C:16]([O:20][C:21]([N:23]1[CH2:28][CH2:27][CH:26]([NH:29][C:10]2[O:9][N:8]=[C:7]([C:1]3[CH:6]=[CH:5][CH:4]=[CH:3][CH:2]=3)[N:11]=2)[CH2:25][CH2:24]1)=[O:22])([CH3:19])([CH3:17])[CH3:18]. The yield is 0.490. (4) The reactants are [F:1][C:2]1[CH:20]=[CH:19][C:18]([O:21][CH3:22])=[CH:17][C:3]=1[O:4][C:5]1[CH:6]=[CH:7][C:8]2[N:12]=[C:11]([CH2:13][OH:14])[N:10]([CH3:15])[C:9]=2[CH:16]=1.O[C:24]1[CH:25]=[C:26]([CH:31]=[CH:32][CH:33]=1)[C:27]([O:29][CH3:30])=[O:28].C(P(CCCC)CCCC)CCC.N(C(N1CCCCC1)=O)=NC(N1CCCCC1)=O. The catalyst is ClCCl. The product is [F:1][C:2]1[CH:20]=[CH:19][C:18]([O:21][CH3:22])=[CH:17][C:3]=1[O:4][C:5]1[CH:6]=[CH:7][C:8]2[N:12]=[C:11]([CH2:13][O:14][C:24]3[CH:25]=[C:26]([CH:31]=[CH:32][CH:33]=3)[C:27]([O:29][CH3:30])=[O:28])[N:10]([CH3:15])[C:9]=2[CH:16]=1. The yield is 0.950. (5) The reactants are [CH3:1][N:2]([CH3:15])[CH2:3][CH2:4][NH:5][C:6]1[CH:11]=[CH:10][CH:9]=[CH:8][C:7]=1[N+:12]([O-])=O.NN.[O-]S([O-])(=O)=O.[Mg+2]. The catalyst is CO.[Ni]. The product is [CH3:1][N:2]([CH3:15])[CH2:3][CH2:4][NH:5][C:6]1[C:7]([NH2:12])=[CH:8][CH:9]=[CH:10][CH:11]=1. The yield is 0.940.